Task: Predict the reactants needed to synthesize the given product.. Dataset: Full USPTO retrosynthesis dataset with 1.9M reactions from patents (1976-2016) (1) Given the product [NH2:26][C:24]([C:18]1([NH:17][CH3:16])[CH2:23][CH2:22][N:21]([C:9]([O:11][C:12]([CH3:13])([CH3:14])[CH3:15])=[O:10])[CH2:20][CH2:19]1)=[O:25], predict the reactants needed to synthesize it. The reactants are: [C:9](O[C:9]([O:11][C:12]([CH3:15])([CH3:14])[CH3:13])=[O:10])([O:11][C:12]([CH3:15])([CH3:14])[CH3:13])=[O:10].[CH3:16][NH:17][C:18]1([C:24]([NH2:26])=[O:25])[CH2:23][CH2:22][NH:21][CH2:20][CH2:19]1.C(N(CC)CC)C. (2) The reactants are: CN(C)C=O.[C:6]([O:10][C:11]([N:13]1[CH2:17][CH2:16][CH2:15][CH:14]1[C:18]1[CH:22]=[C:21]([CH2:23]Br)[O:20][N:19]=1)=[O:12])([CH3:9])([CH3:8])[CH3:7].[CH2:25]([O:27][C:28](=[O:42])[CH:29]([NH:35][C:36]([O:38][CH2:39][CH:40]=[CH2:41])=[O:37])[C:30]([O:32][CH2:33][CH3:34])=[O:31])[CH3:26].C(=O)([O-])[O-].[Cs+].[Cs+]. Given the product [CH2:33]([O:32][C:30](=[O:31])[C:29]([NH:35][C:36]([O:38][CH2:39][CH:40]=[CH2:41])=[O:37])([CH2:23][C:21]1[O:20][N:19]=[C:18]([CH:14]2[CH2:15][CH2:16][CH2:17][N:13]2[C:11]([O:10][C:6]([CH3:9])([CH3:8])[CH3:7])=[O:12])[CH:22]=1)[C:28]([O:27][CH2:25][CH3:26])=[O:42])[CH3:34], predict the reactants needed to synthesize it. (3) The reactants are: [Cl:1][C:2]1[CH:7]=[CH:6][C:5]([CH:8]2[C:12]3[N:13]([CH:22]([CH3:24])[CH3:23])[C:14]([C:16]4[CH2:17][CH2:18][NH:19][CH2:20][CH:21]=4)=[N:15][C:11]=3[C:10](=[O:25])[N:9]2[C:26]2[CH:27]=[C:28]([CH3:36])[C:29]3[N:30]([C:32]([CH3:35])=[N:33][N:34]=3)[CH:31]=2)=[CH:4][CH:3]=1.Cl[C:38]([O:40][CH:41]([CH3:43])[CH3:42])=[O:39].C([O-])(O)=O.[Na+]. Given the product [Cl:1][C:2]1[CH:7]=[CH:6][C:5]([CH:8]2[C:12]3[N:13]([CH:22]([CH3:24])[CH3:23])[C:14]([C:16]4[CH2:17][CH2:18][N:19]([C:38]([O:40][CH:41]([CH3:43])[CH3:42])=[O:39])[CH2:20][CH:21]=4)=[N:15][C:11]=3[C:10](=[O:25])[N:9]2[C:26]2[CH:27]=[C:28]([CH3:36])[C:29]3[N:30]([C:32]([CH3:35])=[N:33][N:34]=3)[CH:31]=2)=[CH:4][CH:3]=1, predict the reactants needed to synthesize it. (4) Given the product [F:26][C:9]1[C:10]([N:12]2[CH2:17][CH2:16][C@@H:15]([CH2:18][OH:19])[C@H:14]([C:20]3[CH:21]=[CH:22][CH:23]=[CH:24][CH:25]=3)[CH2:13]2)=[N:11][CH:2]=[C:3]([CH:8]=1)[C:4]([O:6][CH3:7])=[O:5], predict the reactants needed to synthesize it. The reactants are: Cl[C:2]1[N:11]=[C:10]([N:12]2[CH2:17][CH2:16][C@@H:15]([CH2:18][OH:19])[C@H:14]([C:20]3[CH:25]=[CH:24][CH:23]=[CH:22][CH:21]=3)[CH2:13]2)[C:9]([F:26])=[CH:8][C:3]=1[C:4]([O:6][CH3:7])=[O:5].C([O-])=O.[NH4+]. (5) Given the product [C:1]([C:4]1[C:12]2[C:7](=[CH:8][CH:9]=[CH:10][CH:11]=2)[N:6]([CH2:13][C:14]([OH:16])=[O:15])[N:5]=1)(=[O:3])[NH2:2], predict the reactants needed to synthesize it. The reactants are: [C:1]([C:4]1[C:12]2[C:7](=[CH:8][CH:9]=[CH:10][CH:11]=2)[N:6]([CH2:13][C:14]([O:16]C(C)(C)C)=[O:15])[N:5]=1)(=[O:3])[NH2:2].C(O)(C(F)(F)F)=O.